This data is from Forward reaction prediction with 1.9M reactions from USPTO patents (1976-2016). The task is: Predict the product of the given reaction. (1) Given the reactants [C:1]([O:5][C:6](=[O:35])[N:7]([CH2:33][CH3:34])[CH2:8][C:9]1[CH:10]=[N:11][CH:12]=[C:13]([C:16]2[CH:17]=[C:18]3[C:22](=[CH:23][CH:24]=2)[N:21]([CH:25]2[CH2:30][CH2:29][CH2:28][CH2:27][O:26]2)[N:20]=[C:19]3[CH:31]=O)[C:14]=1[CH3:15])([CH3:4])([CH3:3])[CH3:2].S([CH2:46][N+:47]#[C-:48])(C1C=CC(C)=CC=1)(=O)=O.[C-]#[N:50].[Na+], predict the reaction product. The product is: [CH2:33]([N:7]([CH2:8][C:9]1[CH:10]=[N:11][CH:12]=[C:13]([C:16]2[CH:17]=[C:18]3[C:22](=[CH:23][CH:24]=2)[N:21]([CH:25]2[CH2:30][CH2:29][CH2:28][CH2:27][O:26]2)[N:20]=[C:19]3[C:31]2[NH:50][CH:46]=[N:47][CH:48]=2)[C:14]=1[CH3:15])[C:6](=[O:35])[O:5][C:1]([CH3:2])([CH3:3])[CH3:4])[CH3:34]. (2) Given the reactants [Li]CCCC.C(NC(C)C)(C)C.[CH:13]1([C:18]([N:20]2[CH2:25][CH2:24][C:23](=[O:26])[CH2:22][C@@H:21]2[CH3:27])=[O:19])[CH2:17][CH2:16][CH2:15][CH2:14]1.C1C=CC(N([S:35]([C:38]([F:41])([F:40])[F:39])(=[O:37])=[O:36])[S:35]([C:38]([F:41])([F:40])[F:39])(=[O:37])=[O:36])=CC=1, predict the reaction product. The product is: [F:39][C:38]([F:41])([F:40])[S:35]([O:26][C:23]1[CH2:22][C@H:21]([CH3:27])[N:20]([C:18]([CH:13]2[CH2:17][CH2:16][CH2:15][CH2:14]2)=[O:19])[CH2:25][CH:24]=1)(=[O:37])=[O:36]. (3) Given the reactants [CH:1]1([C:4]2[C:9]([CH2:10]O)=[CH:8][CH:7]=[C:6]([C:12]([F:15])([F:14])[F:13])[N:5]=2)[CH2:3][CH2:2]1.S(Cl)([Cl:18])=O, predict the reaction product. The product is: [Cl:18][CH2:10][C:9]1[C:4]([CH:1]2[CH2:3][CH2:2]2)=[N:5][C:6]([C:12]([F:15])([F:14])[F:13])=[CH:7][CH:8]=1.